Dataset: Reaction yield outcomes from USPTO patents with 853,638 reactions. Task: Predict the reaction yield, written as a fraction of the theoretical maximum amount of product (1.0 means a 100% yield; for example, 0.34 means a 34% yield). (1) The reactants are [Cl:1][C:2]1[CH:3]=[C:4]2[C:12](=[CH:13][C:14]=1[Cl:15])[NH:11][C:10]1[C:9]([CH3:17])([CH3:16])[C:8]3[CH:18]=[C:19]([OH:22])[CH:20]=[CH:21][C:7]=3[C:6](=[O:23])[C:5]2=1.[Si:24]([O:31][CH2:32][C@H:33]1[O:37][C:36]([CH3:39])([CH3:38])[O:35][C@@H:34]1O)([C:27](C)(C)C)([CH3:26])C.[C:41]1(P(C2C=CC=CC=2)C2C=CC=CC=2)C=CC=CC=1.[C:60]1([CH3:66])[CH:65]=CC=C[CH:61]=1.CCOC(/N=N/C(OCC)=O)=O. The catalyst is C1COCC1. The product is [C:60]([C@@H:32]([O:31][SiH:24]([CH3:26])[CH3:27])[C@@H:33]1[O:37][C:36]([CH3:38])([CH3:39])[O:35][CH:34]1[CH2:41][O:22][C:19]1[CH:20]=[CH:21][C:7]2[C:6](=[O:23])[C:5]3[C:4]4[C:12](=[CH:13][C:14]([Cl:15])=[C:2]([Cl:1])[CH:3]=4)[NH:11][C:10]=3[C:9]([CH3:17])([CH3:16])[C:8]=2[CH:18]=1)([CH3:66])([CH3:65])[CH3:61]. The yield is 0.670. (2) The reactants are C(OC(=O)[NH:10][C:11]1[CH:16]=[CH:15][C:14]([C:17]([CH3:20])([CH3:19])[CH3:18])=[C:13]([NH:21][CH:22]=[O:23])[CH:12]=1)C1C=CC=CC=1.CO. The catalyst is [Pd].C(Cl)Cl. The product is [NH2:10][C:11]1[CH:16]=[CH:15][C:14]([C:17]([CH3:20])([CH3:19])[CH3:18])=[C:13]([NH:21][CH:22]=[O:23])[CH:12]=1. The yield is 0.960. (3) The reactants are C(OC(=O)[NH:7][CH2:8][C:9]1[CH:14]=[C:13]([CH:15]=[CH2:16])[C:12]([NH:17][S:18]([CH3:21])(=[O:20])=[O:19])=[C:11]([Cl:22])[CH:10]=1)(C)(C)C. The catalyst is C(O)(C(F)(F)F)=O.C(Cl)Cl. The product is [NH2:7][CH2:8][C:9]1[CH:14]=[C:13]([CH:15]=[CH2:16])[C:12]([NH:17][S:18]([CH3:21])(=[O:20])=[O:19])=[C:11]([Cl:22])[CH:10]=1. The yield is 1.00.